From a dataset of Reaction yield outcomes from USPTO patents with 853,638 reactions. Predict the reaction yield, written as a fraction of the theoretical maximum amount of product (1.0 means a 100% yield; for example, 0.34 means a 34% yield). The reactants are [CH3:1][N:2]([CH3:13])[C:3]([N:5]1[CH2:10][CH2:9][CH:8]([CH2:11]O)[CH2:7][CH2:6]1)=[O:4].C1(P(C2C=CC=CC=2)C2C=CC=CC=2)C=CC=CC=1.[Br:33]N1C(=O)CCC1=O. The catalyst is ClCCl. The product is [CH3:1][N:2]([CH3:13])[C:3]([N:5]1[CH2:10][CH2:9][CH:8]([CH2:11][Br:33])[CH2:7][CH2:6]1)=[O:4]. The yield is 0.410.